Dataset: Reaction yield outcomes from USPTO patents with 853,638 reactions. Task: Predict the reaction yield, written as a fraction of the theoretical maximum amount of product (1.0 means a 100% yield; for example, 0.34 means a 34% yield). (1) The reactants are [CH2:1]([O:3][C:4](=[O:21])[C:5]([CH3:20])([O:7][C:8]1[CH:13]=[CH:12][CH:11]=[C:10]([CH:14]2[CH2:19][CH2:18][CH2:17][NH:16][CH2:15]2)[CH:9]=1)[CH3:6])[CH3:2].[CH:22]([C:25]1[CH:39]=[CH:38][C:28]([CH2:29][O:30][C:31](N2C=CN=C2)=[O:32])=[CH:27][CH:26]=1)([CH3:24])[CH3:23].Cl. The catalyst is C1(C)C=CC=CC=1.O. The product is [CH:22]([C:25]1[CH:39]=[CH:38][C:28]([CH2:29][O:30][C:31]([N:16]2[CH2:17][CH2:18][CH2:19][CH:14]([C:10]3[CH:11]=[CH:12][CH:13]=[C:8]([O:7][C:5]([C:4]([O:3][CH2:1][CH3:2])=[O:21])([CH3:20])[CH3:6])[CH:9]=3)[CH2:15]2)=[O:32])=[CH:27][CH:26]=1)([CH3:24])[CH3:23]. The yield is 0.770. (2) The product is [CH2:1]([N:8]1[CH2:12][C@@H:11]([O:13][CH2:22][CH2:23][CH2:24][CH2:25][CH2:26][CH2:27][CH2:28][CH2:29][CH2:30][CH2:31][CH2:32][CH2:33][CH2:34][CH3:35])[C@H:10]([O:14][CH2:35][CH2:34][CH2:33][CH2:32][CH2:31][CH2:30][CH2:29][CH2:28][CH2:27][CH2:26][CH2:25][CH2:24][CH2:23][CH3:22])[CH2:9]1)[C:2]1[CH:3]=[CH:4][CH:5]=[CH:6][CH:7]=1. The catalyst is CS(C)=O. The yield is 0.986. The reactants are [CH2:1]([N:8]1[CH2:12][C@@H:11]([OH:13])[C@H:10]([OH:14])[CH2:9]1)[C:2]1[CH:7]=[CH:6][CH:5]=[CH:4][CH:3]=1.[OH-].[K+].CS(O[CH2:22][CH2:23][CH2:24][CH2:25][CH2:26][CH2:27][CH2:28][CH2:29][CH2:30][CH2:31][CH2:32][CH2:33][CH2:34][CH3:35])(=O)=O.O. (3) The reactants are [C:1]([C:4]1[CH:9]=[CH:8][C:7]([C:10]2[CH:11]=[N:12][C:13]([C:16]([F:19])([F:18])[F:17])=[N:14][CH:15]=2)=[CH:6][C:5]=1[CH2:20][NH:21][C:22]([C@@H:24]1[CH2:28][C@@H:27]([F:29])[CH2:26][N:25]1[S:30]([C:33]1[CH:38]=[CH:37][C:36]([F:39])=[CH:35][CH:34]=1)(=[O:32])=[O:31])=[O:23])(=O)[NH2:2].FC(F)(F)C(OC(=O)C(F)(F)F)=O.CCN(CC)CC. The catalyst is C(Cl)Cl. The product is [C:1]([C:4]1[CH:9]=[CH:8][C:7]([C:10]2[CH:11]=[N:12][C:13]([C:16]([F:18])([F:19])[F:17])=[N:14][CH:15]=2)=[CH:6][C:5]=1[CH2:20][NH:21][C:22]([C@@H:24]1[CH2:28][C@@H:27]([F:29])[CH2:26][N:25]1[S:30]([C:33]1[CH:38]=[CH:37][C:36]([F:39])=[CH:35][CH:34]=1)(=[O:32])=[O:31])=[O:23])#[N:2]. The yield is 0.780. (4) The reactants are [C:1]([C:3]1[CH:8]=[CH:7][CH:6]=[CH:5][C:4]=1[C:9]1[CH:14]=[CH:13][C:12]([CH2:15][CH:16]([C:21](=O)[CH2:22][CH2:23][CH2:24][CH3:25])[C:17](OC)=[O:18])=[CH:11][CH:10]=1)#[N:2].[CH3:27][C:28]1([CH3:40])[CH2:33][CH:32]([NH:34][C:35]2[NH:39][CH:38]=[N:37][N:36]=2)[CH2:31][CH2:30][O:29]1. No catalyst specified. The product is [CH2:22]([C:21]1[N:36]2[N:37]=[CH:38][N:39]=[C:35]2[N:34]([CH:32]2[CH2:31][CH2:30][O:29][C:28]([CH3:40])([CH3:27])[CH2:33]2)[C:17](=[O:18])[C:16]=1[CH2:15][C:12]1[CH:11]=[CH:10][C:9]([C:4]2[C:3]([C:1]#[N:2])=[CH:8][CH:7]=[CH:6][CH:5]=2)=[CH:14][CH:13]=1)[CH2:23][CH2:24][CH3:25]. The yield is 0.710. (5) The reactants are Cl.[NH2:2][C:3]1[C:4]([C:13]([NH:15][C@:16]([CH:22]2[CH2:27][CH2:26][CH2:25][CH2:24][CH2:23]2)([C:18]([O:20][CH3:21])=[O:19])[CH3:17])=[O:14])=[CH:5][C:6]2[C:11]([CH:12]=1)=[CH:10][CH:9]=[CH:8][CH:7]=2.[N:28]([C:31]1[C:36]([CH3:37])=[CH:35][C:34]([CH3:38])=[CH:33][C:32]=1[CH3:39])=[C:29]=[O:30].CCCCCC.C(OCC)(=O)C. The catalyst is N1C=CC=CC=1. The product is [CH:22]1([C@@:16]([C:18]([O:20][CH3:21])=[O:19])([CH3:17])[NH:15][C:13]([C:4]2[C:3]([NH:2][C:29]([NH:28][C:31]3[C:32]([CH3:39])=[CH:33][C:34]([CH3:38])=[CH:35][C:36]=3[CH3:37])=[O:30])=[CH:12][C:11]3[C:6](=[CH:7][CH:8]=[CH:9][CH:10]=3)[CH:5]=2)=[O:14])[CH2:23][CH2:24][CH2:25][CH2:26][CH2:27]1. The yield is 0.830. (6) The reactants are [C:1]([NH:6][CH2:7][CH2:8][CH2:9][CH2:10][CH2:11][CH2:12][CH2:13][CH2:14][CH2:15][CH2:16][C:17]([OH:19])=[O:18])(=[O:5])[C:2]([CH3:4])=[CH2:3].[CH3:20][Cl:21].[CH3:22][NH:23][N:24]([NH:32][CH3:33])[C:25](=[O:31])[C:26]([CH2:28][CH2:29][CH3:30])=[CH2:27].CC(C)=O. The catalyst is CO.N(C(C)(C)C#N)=NC(C)(C)C#N. The product is [C:1]([NH:6][CH2:7][CH2:8][CH2:9][CH2:10][CH2:11][CH2:12][CH2:13][CH2:14][CH2:15][CH2:16][C:17]([OH:19])=[O:18])(=[O:5])[C:2]([CH3:4])=[CH2:3].[CH3:20][Cl:21].[CH3:22][NH:23][N:24]([NH:32][CH3:33])[C:25](=[O:31])[C:26]([CH2:28][CH2:29][CH3:30])=[CH2:27]. The yield is 0.480. (7) The reactants are [F:1][C:2]([F:21])([F:20])[C:3]1[CH:4]=[C:5](/[N:9]=[C:10]2\[C:11](=[O:19])[NH:12][C:13]3[C:18]\2=[CH:17][CH:16]=[CH:15][CH:14]=3)[CH:6]=[CH:7][CH:8]=1.C(N(CC)CC)C.[Br:29][C:30]1[CH:35]=[CH:34][C:33](B(O)O)=[CH:32][CH:31]=1. The catalyst is C(Cl)Cl.C([O-])(=O)C.[Cu+2].C([O-])(=O)C. The product is [Br:29][C:30]1[CH:35]=[CH:34][C:33]([N:12]2[C:13]3[C:18](=[CH:17][CH:16]=[CH:15][CH:14]=3)/[C:10](=[N:9]/[C:5]3[CH:6]=[CH:7][CH:8]=[C:3]([C:2]([F:1])([F:20])[F:21])[CH:4]=3)/[C:11]2=[O:19])=[CH:32][CH:31]=1. The yield is 0.420.